From a dataset of Reaction yield outcomes from USPTO patents with 853,638 reactions. Predict the reaction yield, written as a fraction of the theoretical maximum amount of product (1.0 means a 100% yield; for example, 0.34 means a 34% yield). (1) The reactants are [C:1]([O:5][C:6](=[O:17])[CH:7]=[CH:8][C:9]1[CH:14]=[CH:13][C:12]([CH:15]=O)=[CH:11][N:10]=1)([CH3:4])([CH3:3])[CH3:2].[C:18]([C:21]1[CH:26]=[CH:25][CH:24]=[CH:23][CH:22]=1)(=[O:20])[CH3:19].[OH-].[K+]. The catalyst is CO. The product is [C:1]([O:5][C:6](=[O:17])[CH:7]=[CH:8][C:9]1[CH:14]=[CH:13][C:12]([CH:15]=[CH:19][C:18](=[O:20])[C:21]2[CH:26]=[CH:25][CH:24]=[CH:23][CH:22]=2)=[CH:11][N:10]=1)([CH3:4])([CH3:3])[CH3:2]. The yield is 0.250. (2) The reactants are [SH:1][CH2:2][CH2:3][CH2:4][S:5][CH2:6][CH2:7][C:8]([O:10][CH3:11])=[O:9].[Br:12][CH2:13][CH2:14][CH2:15]Br.CCN(C(C)C)C(C)C. The catalyst is CC(N(C)C)=O. The product is [Br:12][CH2:13][CH2:14][CH2:15][S:1][CH2:2][CH2:3][CH2:4][S:5][CH2:6][CH2:7][C:8]([O:10][CH3:11])=[O:9]. The yield is 0.850. (3) The reactants are [CH3:1][O:2][C:3](=[O:14])[C:4]1[C:5](=[CH:7][CH:8]=[C:9]([C:11](=[O:13])[CH3:12])[CH:10]=1)[OH:6].[C:15](=O)([O-])[O-].[Na+].[Na+].CI.Cl. The catalyst is O.CN(C)C=O. The product is [CH3:1][O:2][C:3](=[O:14])[C:4]1[CH:10]=[C:9]([C:11](=[O:13])[CH3:12])[CH:8]=[CH:7][C:5]=1[O:6][CH3:15]. The yield is 0.965. (4) The reactants are [F:1][C:2]([F:14])([F:13])[C:3]1[CH:8]=[CH:7][C:6](/[CH:9]=[CH:10]/[CH2:11]O)=[CH:5][CH:4]=1.C1(P(C2C=CC=CC=2)C2C=CC=CC=2)C=CC=CC=1.C(Br)(Br)(Br)[Br:35].O. The catalyst is CC(N(C)C)=O. The product is [Br:35][CH2:11]/[CH:10]=[CH:9]/[C:6]1[CH:7]=[CH:8][C:3]([C:2]([F:14])([F:13])[F:1])=[CH:4][CH:5]=1. The yield is 0.950. (5) The reactants are [F:1][C:2]([F:7])([F:6])[C:3]([OH:5])=[O:4].[CH2:8]([S:10]([N:13]1[CH2:18][CH2:17][CH:16]([C:19]2[C:27]3[C:22](=[C:23]([C:38]([NH2:40])=[O:39])[CH:24]=[C:25]([C:28]4[CH:33]=[C:32]([CH2:34][NH:35][CH3:36])[CH:31]=[C:30]([F:37])[CH:29]=4)[CH:26]=3)[NH:21][CH:20]=2)[CH2:15][CH2:14]1)(=[O:12])=[O:11])[CH3:9].[CH2:41]1COCC1.CN. No catalyst specified. The product is [F:1][C:2]([F:7])([F:6])[C:3]([OH:5])=[O:4].[CH3:36][N:35]([CH2:34][C:32]1[CH:33]=[C:28]([C:25]2[CH:26]=[C:27]3[C:22](=[C:23]([C:38]([NH2:40])=[O:39])[CH:24]=2)[NH:21][CH:20]=[C:19]3[CH:16]2[CH2:17][CH2:18][N:13]([S:10]([CH2:8][CH3:9])(=[O:11])=[O:12])[CH2:14][CH2:15]2)[CH:29]=[C:30]([F:37])[CH:31]=1)[CH3:41]. The yield is 0.802. (6) The reactants are [CH:1]1([CH:7]([C:9]2[C:10]3[CH:17]=[CH:16][N:15]([Si:18]([CH:25]([CH3:27])[CH3:26])([CH:22]([CH3:24])[CH3:23])[CH:19]([CH3:21])[CH3:20])[C:11]=3[N:12]=[CH:13][N:14]=2)[OH:8])[CH2:6][CH2:5][CH2:4][CH2:3][CH2:2]1.CC(OI1(OC(C)=O)(OC(C)=O)OC(=O)C2C1=CC=CC=2)=O.C(=O)([O-])O.[Na+].S([O-])([O-])(=O)=S.[Na+].[Na+]. The catalyst is ClCCl. The product is [CH:1]1([C:7]([C:9]2[C:10]3[CH:17]=[CH:16][N:15]([Si:18]([CH:22]([CH3:24])[CH3:23])([CH:25]([CH3:27])[CH3:26])[CH:19]([CH3:20])[CH3:21])[C:11]=3[N:12]=[CH:13][N:14]=2)=[O:8])[CH2:2][CH2:3][CH2:4][CH2:5][CH2:6]1. The yield is 0.550. (7) The yield is 0.910. The catalyst is O. The product is [OH:12][C@@:11]([CH3:14])([CH2:13][N:16]([CH3:15])[CH2:17][C:18]1[CH:23]=[CH:22][CH:21]=[CH:20][CH:19]=1)[CH2:10][N:3]1[CH:4]=[C:5]([N+:7]([O-:9])=[O:8])[N:6]=[C:2]1[Cl:1]. The reactants are [Cl:1][C:2]1[N:3]([CH2:10][C@:11]2([CH3:14])[CH2:13][O:12]2)[CH:4]=[C:5]([N+:7]([O-:9])=[O:8])[N:6]=1.[CH3:15][NH:16][CH2:17][C:18]1[CH:23]=[CH:22][CH:21]=[CH:20][CH:19]=1.CN(C=O)C. (8) The reactants are [CH3:1][O:2][C:3]1[CH:8]=[CH:7][C:6]([N:9]2[CH2:14][CH2:13][NH:12][CH2:11][CH2:10]2)=[CH:5][CH:4]=1.[CH3:15][C:16]([N+:20]([O-:22])=[O:21])([CH3:19])[CH2:17]O.C(=O)([O-])[O-].[Na+].[Na+]. The catalyst is C(O)CCC.ClCCl. The product is [CH3:1][O:2][C:3]1[CH:4]=[CH:5][C:6]([N:9]2[CH2:14][CH2:13][N:12]([CH2:15][C:16]([CH3:19])([N+:20]([O-:22])=[O:21])[CH3:17])[CH2:11][CH2:10]2)=[CH:7][CH:8]=1. The yield is 0.380.